This data is from Full USPTO retrosynthesis dataset with 1.9M reactions from patents (1976-2016). The task is: Predict the reactants needed to synthesize the given product. (1) Given the product [Cl:21][C:15]1[C:14]([C:12]([N:11]([C:22]2[CH:23]=[C:24]3[C:28](=[C:29]([CH:31]4[CH2:33][CH2:32]4)[CH:30]=2)[N:27]([C:34]2[N:39]=[CH:38][C:37]([CH3:40])=[CH:36][N:35]=2)[CH:26]=[CH:25]3)[CH2:10][CH2:9][OH:8])=[O:13])=[C:19]([Cl:20])[N:18]=[CH:17][N:16]=1, predict the reactants needed to synthesize it. The reactants are: [Si]([O:8][CH2:9][CH2:10][N:11]([C:22]1[CH:23]=[C:24]2[C:28](=[C:29]([CH:31]3[CH2:33][CH2:32]3)[CH:30]=1)[N:27]([C:34]1[N:39]=[CH:38][C:37]([CH3:40])=[CH:36][N:35]=1)[CH:26]=[CH:25]2)[C:12]([C:14]1[C:15]([Cl:21])=[N:16][CH:17]=[N:18][C:19]=1[Cl:20])=[O:13])(C(C)(C)C)(C)C.Cl. (2) Given the product [Br:25][C:22]1[S:21][C:20]([NH:16][C:14]([NH:13][S:10]([C:7]2[CH:6]=[CH:5][C:4]([CH3:17])=[CH:9][CH:8]=2)(=[O:11])=[O:12])=[O:15])=[N:24][CH:23]=1, predict the reactants needed to synthesize it. The reactants are: [N-]=C=O.[C:4]1([CH3:17])[CH:9]=[CH:8][C:7]([S:10]([NH:13][C:14]([NH2:16])=[O:15])(=[O:12])=[O:11])=[CH:6][CH:5]=1.Cl.N[C:20]1[S:21][C:22]([Br:25])=[CH:23][N:24]=1.C(N(CC)CC)C.